Predict the reaction yield, written as a fraction of the theoretical maximum amount of product (1.0 means a 100% yield; for example, 0.34 means a 34% yield). From a dataset of Reaction yield outcomes from USPTO patents with 853,638 reactions. (1) The reactants are [CH:1]1[C:10]2[C:5](=[CH:6][CH:7]=[CH:8][CH:9]=2)[CH:4]=[CH:3][C:2]=1[CH:11]=O.C(C1C=NC=CC=1)(=O)C.[I-].BrC1N=C(C(=O)C[N+]2C=CC=CC=2)C=CC=1.Br[C:40]1[N:45]=[C:44]([C:46]2[CH:51]=C(C3C=CC4C(=CC=CC=4)C=3)[CH:49]=[C:48]([C:62]3[CH:63]=[N:64][CH:65]=[CH:66][CH:67]=3)[N:47]=2)[CH:43]=[CH:42][CH:41]=1.[CH:68]1[C:80]2[C:79]3[CH:78]=[CH:77][CH:76]=[CH:75][C:74]=3[NH:73][C:72]=2[CH:71]=[CH:70][N:69]=1.C(=O)([O-])[O-].[K+].[K+]. The catalyst is C(Cl)(Cl)Cl.[Cu].ClC1C=CC=CC=1Cl.CS(C)=O. The product is [CH:1]1[C:10]2[C:5](=[CH:6][CH:7]=[CH:8][CH:9]=2)[CH:4]=[CH:3][C:2]=1[C:11]1[CH:49]=[C:48]([C:62]2[CH:63]=[N:64][CH:65]=[CH:66][CH:67]=2)[N:47]=[C:46]([C:44]2[CH:43]=[CH:42][CH:41]=[C:40]([N:73]3[C:74]4[CH:75]=[CH:76][CH:77]=[CH:78][C:79]=4[C:80]4[CH:68]=[N:69][CH:70]=[CH:71][C:72]3=4)[N:45]=2)[CH:51]=1. The yield is 0.550. (2) The reactants are [CH3:1][C@H:2]1[C@@H:6]([C:7]2[CH:12]=[CH:11][CH:10]=[CH:9][CH:8]=2)[O:5][C:4](=[O:13])[NH:3]1.[H-].[Na+].[CH2:16]([O:23][C:24](=[O:27])[CH2:25]Br)[C:17]1[CH:22]=[CH:21][CH:20]=[CH:19][CH:18]=1. The catalyst is CN(C=O)C.C(OCC)(=O)C. The product is [CH2:16]([O:23][C:24](=[O:27])[CH2:25][N:3]1[C@@H:2]([CH3:1])[C@@H:6]([C:7]2[CH:12]=[CH:11][CH:10]=[CH:9][CH:8]=2)[O:5][C:4]1=[O:13])[C:17]1[CH:22]=[CH:21][CH:20]=[CH:19][CH:18]=1. The yield is 0.990. (3) The reactants are [C:1]([O:5][C:6]([C:8]1[O:9][C:10]2[CH:17]=[CH:16][CH:15]=[C:14]([OH:18])[C:11]=2[C:12]=1[CH3:13])=[O:7])([CH3:4])([CH3:3])[CH3:2].C(N(CC)C(C)C)(C)C.ClCCl.[F:31][C:32]([F:45])([F:44])[S:33](O[S:33]([C:32]([F:45])([F:44])[F:31])(=[O:35])=[O:34])(=[O:35])=[O:34]. The catalyst is O. The yield is 0.950. The product is [C:1]([O:5][C:6]([C:8]1[O:9][C:10]2[CH:17]=[CH:16][CH:15]=[C:14]([O:18][S:33]([C:32]([F:45])([F:44])[F:31])(=[O:35])=[O:34])[C:11]=2[C:12]=1[CH3:13])=[O:7])([CH3:4])([CH3:2])[CH3:3]. (4) The reactants are [Cl:1][C:2]1[CH:7]=[CH:6][C:5]([C:8]2[N:13]=[CH:12][C:11]([O:14]C)=[CH:10][N:9]=2)=[CH:4][CH:3]=1. The catalyst is Br.C(O)(=O)C. The product is [Cl:1][C:2]1[CH:3]=[CH:4][C:5]([C:8]2[N:9]=[CH:10][C:11]([OH:14])=[CH:12][N:13]=2)=[CH:6][CH:7]=1. The yield is 0.880. (5) The reactants are [CH3:1][C:2]1[CH:3]=[C:4]([CH:18]=[C:19]([CH3:21])[CH:20]=1)[O:5][CH2:6][C:7]([NH:9][CH2:10][CH2:11][CH2:12][CH2:13][CH2:14][C:15]([OH:17])=[O:16])=[O:8].[N+:22]([C:25]1[CH:26]=[C:27]([S:31]([CH2:34][CH2:35]O)(=[O:33])=[O:32])[CH:28]=[CH:29][CH:30]=1)([O-:24])=[O:23].O.C1(C)C=CC(S(O)(=O)=O)=CC=1.O. The catalyst is C1(C)C=CC=CC=1. The product is [N+:22]([C:25]1[CH:26]=[C:27]([S:31]([CH2:34][CH2:35][O:16][C:15](=[O:17])[CH2:14][CH2:13][CH2:12][CH2:11][CH2:10][NH:9][C:7](=[O:8])[CH2:6][O:5][C:4]2[CH:18]=[C:19]([CH3:21])[CH:20]=[C:2]([CH3:1])[CH:3]=2)(=[O:33])=[O:32])[CH:28]=[CH:29][CH:30]=1)([O-:24])=[O:23]. The yield is 0.890.